This data is from Forward reaction prediction with 1.9M reactions from USPTO patents (1976-2016). The task is: Predict the product of the given reaction. (1) Given the reactants [H-].[Na+].[Cl:3][C:4]1[CH:9]=[CH:8][C:7]([S:10]([NH:13][C:14]2[CH:19]=[CH:18][C:17]([Cl:20])=[CH:16][C:15]=2[N+:21]([O-:23])=[O:22])(=[O:12])=[O:11])=[CH:6][CH:5]=1.S(OCC)(O[CH2:28][CH3:29])(=O)=O.O, predict the reaction product. The product is: [Cl:3][C:4]1[CH:5]=[CH:6][C:7]([S:10]([N:13]([CH2:28][CH3:29])[C:14]2[CH:19]=[CH:18][C:17]([Cl:20])=[CH:16][C:15]=2[N+:21]([O-:23])=[O:22])(=[O:11])=[O:12])=[CH:8][CH:9]=1. (2) Given the reactants [O:1]=[C:2]([CH3:11])[CH2:3][C:4]([O:6][C:7]([CH3:10])([CH3:9])[CH3:8])=[O:5].[Cl-].[Mg+2].[Cl-].[C:15](Cl)(=[O:17])[CH3:16].Cl, predict the reaction product. The product is: [C:2]([CH:3]([C:15](=[O:17])[CH3:16])[C:4]([O:6][C:7]([CH3:10])([CH3:9])[CH3:8])=[O:5])(=[O:1])[CH3:11]. (3) Given the reactants [NH2:1][C:2]1[N:7]=[C:6]([S:8][CH2:9][C:10]2[CH:15]=[CH:14][CH:13]=[CH:12][C:11]=2[F:16])[N:5]=[C:4]([NH:17][C@H:18]([CH3:21])[CH2:19][OH:20])[CH:3]=1.[N:22]([O-])=[O:23].[Na+], predict the reaction product. The product is: [NH2:1][C:2]1[N:7]=[C:6]([S:8][CH2:9][C:10]2[CH:15]=[CH:14][CH:13]=[CH:12][C:11]=2[F:16])[N:5]=[C:4]([NH:17][C@H:18]([CH3:21])[CH2:19][OH:20])[C:3]=1[N:22]=[O:23]. (4) The product is: [OH:1][C@@H:2]([C:5]1[N:10]=[C:9]([C:11]2[CH:12]=[CH:13][C:14]([O:17][C:18]3[CH:23]=[CH:22][C:21]([F:24])=[CH:20][CH:19]=3)=[CH:15][CH:16]=2)[N:8]=[C:7]([C:25]([NH:27][C@@H:28]([CH3:33])[C:29]([OH:31])=[O:30])=[O:26])[CH:6]=1)[CH2:3][OH:4]. Given the reactants [OH:1][C@@H:2]([C:5]1[N:10]=[C:9]([C:11]2[CH:16]=[CH:15][C:14]([O:17][C:18]3[CH:23]=[CH:22][C:21]([F:24])=[CH:20][CH:19]=3)=[CH:13][CH:12]=2)[N:8]=[C:7]([C:25]([NH:27][C@@H:28]([CH3:33])[C:29]([O:31]C)=[O:30])=[O:26])[CH:6]=1)[CH2:3][OH:4].O[Li].O, predict the reaction product. (5) Given the reactants [CH3:1][C:2]([N:4]([CH3:6])[CH3:5])=O.[CH3:1][C:2]([N:4]([CH3:6])[CH3:5])=O.[CH2:13]([N:15]1[C:23]2[C:18](=[CH:19][C:20]([C:24]3[NH:25][C:26]4[N:27]([N:31]=[C:32]([CH3:37])[C:33]=4[C:34]([NH2:36])=[O:35])[C:28](=[O:30])[CH:29]=3)=[CH:21][CH:22]=2)[CH:17]=[N:16]1)[CH3:14], predict the reaction product. The product is: [CH3:5][N:4]([CH3:6])/[C:2](=[N:36]/[C:34]([C:33]1[C:32]([CH3:37])=[N:31][N:27]2[C:28](=[O:30])[CH:29]=[C:24]([C:20]3[CH:19]=[C:18]4[C:23](=[CH:22][CH:21]=3)[N:15]([CH2:13][CH3:14])[N:16]=[CH:17]4)[NH:25][C:26]=12)=[O:35])/[CH3:1]. (6) Given the reactants [CH2:1]([NH2:8])[C:2]1[CH:7]=[CH:6][CH:5]=[CH:4][CH:3]=1.[Br:9][C:10]1[C:14](=[CH:15][Br:16])[O:13][C:12](=[O:17])[CH:11]=1, predict the reaction product. The product is: [Br:9][C:10]1[C:14]([NH:8][CH2:1][C:2]2[CH:7]=[CH:6][CH:5]=[CH:4][CH:3]=2)([CH2:15][Br:16])[O:13][C:12](=[O:17])[CH:11]=1.